From a dataset of TCR-epitope binding with 47,182 pairs between 192 epitopes and 23,139 TCRs. Binary Classification. Given a T-cell receptor sequence (or CDR3 region) and an epitope sequence, predict whether binding occurs between them. The epitope is FTISVTTEIL. The TCR CDR3 sequence is CASSLGQNTEAFF. Result: 1 (the TCR binds to the epitope).